From a dataset of Experimentally validated miRNA-target interactions with 360,000+ pairs, plus equal number of negative samples. Binary Classification. Given a miRNA mature sequence and a target amino acid sequence, predict their likelihood of interaction. The protein sequence of the target gene is MAQYALEAGVSWLATSVSVVASGTWQFAKWTHKYVMQQAEELEADEPEESYFQQMVDKEKEFHNYVRQQIICMWLFMLLYLFAYWLISRLKRKTEREALYAGEEDYFVYRVSVWISSTATATSIGSLTLLPFSVIGVELLQLYDGNYYLQWLSYSLIGALWNYVFVLSNVSLFVLLPFSYFFIESQGFSTSKIGNDMTQRIYEAMAISFLFAFVLLCLAEVVLTILDYPVSFLSITSVNLPLIYSCVSFIGAVLLLISTPYGFAKMFSLARDFLVTEETADIEEENSEQSEDVTEPKNSS.... The miRNA is rno-miR-290 with sequence UCUCAAACUAUGGGGGCA. Result: 0 (no interaction).